The task is: Regression. Given two drug SMILES strings and cell line genomic features, predict the synergy score measuring deviation from expected non-interaction effect.. This data is from NCI-60 drug combinations with 297,098 pairs across 59 cell lines. (1) Cell line: MALME-3M. Synergy scores: CSS=2.57, Synergy_ZIP=-1.68, Synergy_Bliss=-3.43, Synergy_Loewe=0.725, Synergy_HSA=-2.09. Drug 1: C1=CC=C(C(=C1)C(C2=CC=C(C=C2)Cl)C(Cl)Cl)Cl. Drug 2: C(CN)CNCCSP(=O)(O)O. (2) Drug 1: CS(=O)(=O)CCNCC1=CC=C(O1)C2=CC3=C(C=C2)N=CN=C3NC4=CC(=C(C=C4)OCC5=CC(=CC=C5)F)Cl. Drug 2: CCC1(CC2CC(C3=C(CCN(C2)C1)C4=CC=CC=C4N3)(C5=C(C=C6C(=C5)C78CCN9C7C(C=CC9)(C(C(C8N6C)(C(=O)OC)O)OC(=O)C)CC)OC)C(=O)OC)O.OS(=O)(=O)O. Cell line: UO-31. Synergy scores: CSS=7.20, Synergy_ZIP=-1.55, Synergy_Bliss=1.00, Synergy_Loewe=-4.60, Synergy_HSA=-5.34. (3) Drug 1: CN(C)C(=N)N=C(N)N. Drug 2: CCC1=C2N=C(C=C(N2N=C1)NCC3=C[N+](=CC=C3)[O-])N4CCCCC4CCO. Cell line: NCI-H460. Synergy scores: CSS=54.0, Synergy_ZIP=1.09, Synergy_Bliss=-2.90, Synergy_Loewe=-3.97, Synergy_HSA=-1.48. (4) Drug 1: CC1=C(C=C(C=C1)C(=O)NC2=CC(=CC(=C2)C(F)(F)F)N3C=C(N=C3)C)NC4=NC=CC(=N4)C5=CN=CC=C5. Drug 2: CC1CCCC2(C(O2)CC(NC(=O)CC(C(C(=O)C(C1O)C)(C)C)O)C(=CC3=CSC(=N3)C)C)C. Cell line: HCT116. Synergy scores: CSS=60.1, Synergy_ZIP=1.81, Synergy_Bliss=1.46, Synergy_Loewe=-24.9, Synergy_HSA=2.19. (5) Drug 1: C1=CC(=CC=C1C#N)C(C2=CC=C(C=C2)C#N)N3C=NC=N3. Drug 2: CC1C(C(CC(O1)OC2CC(CC3=C2C(=C4C(=C3O)C(=O)C5=C(C4=O)C(=CC=C5)OC)O)(C(=O)CO)O)N)O.Cl. Cell line: HCT-15. Synergy scores: CSS=14.0, Synergy_ZIP=-1.09, Synergy_Bliss=-2.05, Synergy_Loewe=-1.06, Synergy_HSA=-1.24.